From a dataset of Peptide-MHC class II binding affinity with 134,281 pairs from IEDB. Regression. Given a peptide amino acid sequence and an MHC pseudo amino acid sequence, predict their binding affinity value. This is MHC class II binding data. (1) The peptide sequence is GEWIEFTNFKVAYSK. The binding affinity (normalized) is 0.820. The MHC is DRB1_0101 with pseudo-sequence DRB1_0101. (2) The peptide sequence is RAGILRTLGFQQQRG. The MHC is DRB1_0101 with pseudo-sequence DRB1_0101. The binding affinity (normalized) is 0.575. (3) The peptide sequence is SLRETACLGKAYAQMWT. The MHC is DRB1_0405 with pseudo-sequence DRB1_0405. The binding affinity (normalized) is 0.662. (4) The peptide sequence is ATSLDTMTQMNQAFR. The MHC is HLA-DPA10201-DPB10501 with pseudo-sequence HLA-DPA10201-DPB10501. The binding affinity (normalized) is 0.0263. (5) The peptide sequence is KVSDDITYVATATLP. The MHC is HLA-DQA10201-DQB10202 with pseudo-sequence HLA-DQA10201-DQB10202. The binding affinity (normalized) is 0.165. (6) The peptide sequence is RWQVVAPQLPDDLMI. The MHC is HLA-DQA10201-DQB10202 with pseudo-sequence HLA-DQA10201-DQB10202. The binding affinity (normalized) is 0.492. (7) The peptide sequence is IIFSKNLNIKLNMPL. The MHC is HLA-DPA10103-DPB10301 with pseudo-sequence HLA-DPA10103-DPB10301. The binding affinity (normalized) is 0.655. (8) The peptide sequence is AAPAAGYTPATPAAP. The MHC is HLA-DPA10201-DPB10101 with pseudo-sequence HLA-DPA10201-DPB10101. The binding affinity (normalized) is 0.0145. (9) The peptide sequence is YDKFLANVSQVLTGK. The MHC is DRB1_1302 with pseudo-sequence DRB1_1302. The binding affinity (normalized) is 0.910. (10) The peptide sequence is KLPINALSNSLLRHH. The MHC is DRB1_0101 with pseudo-sequence DRB1_0101. The binding affinity (normalized) is 0.